This data is from Full USPTO retrosynthesis dataset with 1.9M reactions from patents (1976-2016). The task is: Predict the reactants needed to synthesize the given product. (1) Given the product [Cl:22][C:2]1[C:11]2[C:6](=[CH:7][CH:8]=[C:9]([I:12])[CH:10]=2)[N:5]=[C:4]([CH3:13])[CH:3]=1, predict the reactants needed to synthesize it. The reactants are: O[C:2]1[C:11]2[C:6](=[CH:7][CH:8]=[C:9]([I:12])[CH:10]=2)[N:5]=[C:4]([CH3:13])[CH:3]=1.C(=O)([O-])[O-].[Na+].[Na+].P(Cl)(Cl)([Cl:22])=O. (2) The reactants are: [CH:1]1[CH:2]=[CH:3][C:4]([CH2:7][CH2:8][CH2:9][CH2:10][CH2:11][CH2:12][C:13]([OH:15])=O)=[CH:5][CH:6]=1.F[P-](F)(F)(F)(F)F.N1(O[P+](N(C)C)(N(C)C)N(C)C)C2C=CC=CC=2N=N1.CCN(C(C)C)C(C)C.[NH2:52][CH:53]([CH2:59][CH2:60][C:61]1[CH:66]=[CH:65][CH:64]=[CH:63][CH:62]=1)[CH2:54][CH2:55][C:56]([OH:58])=[O:57]. Given the product [C:61]1([CH2:60][CH2:59][CH:53]([NH:52][C:13](=[O:15])[CH2:12][CH2:11][CH2:10][CH2:9][CH2:8][CH2:7][C:4]2[CH:5]=[CH:6][CH:1]=[CH:2][CH:3]=2)[CH2:54][CH2:55][C:56]([OH:58])=[O:57])[CH:66]=[CH:65][CH:64]=[CH:63][CH:62]=1, predict the reactants needed to synthesize it. (3) Given the product [F:1][C:2]1[C:3]([C:15]([C:21]2[CH:22]=[CH:23][C:18]([F:17])=[CH:19][CH:20]=2)=[O:27])=[N:4][CH:5]=[CH:6][C:7]=1[C:8]1[C:9]([OH:14])=[N:10][CH:11]=[N:12][CH:13]=1, predict the reactants needed to synthesize it. The reactants are: [F:1][C:2]1[C:3]([C:15]#N)=[N:4][CH:5]=[CH:6][C:7]=1[C:8]1[C:9]([OH:14])=[N:10][CH:11]=[N:12][CH:13]=1.[F:17][C:18]1[CH:23]=[CH:22][C:21]([Mg]Br)=[CH:20][CH:19]=1.Cl.[OH-:27].[Na+].